This data is from Peptide-MHC class II binding affinity with 134,281 pairs from IEDB. The task is: Regression. Given a peptide amino acid sequence and an MHC pseudo amino acid sequence, predict their binding affinity value. This is MHC class II binding data. (1) The peptide sequence is YESYKFIPALEAA. The MHC is HLA-DPA10301-DPB10402 with pseudo-sequence HLA-DPA10301-DPB10402. The binding affinity (normalized) is 0.318. (2) The peptide sequence is IEENGSMRVFVDVIR. The MHC is HLA-DQA10501-DQB10201 with pseudo-sequence HLA-DQA10501-DQB10201. The binding affinity (normalized) is 0.296. (3) The peptide sequence is AEMETESWIVDRQWA. The MHC is HLA-DQA10102-DQB10501 with pseudo-sequence HLA-DQA10102-DQB10501. The binding affinity (normalized) is 0.229. (4) The MHC is DRB1_0404 with pseudo-sequence DRB1_0404. The binding affinity (normalized) is 0.898. The peptide sequence is TILPLMALLTPVTMA.